From a dataset of Catalyst prediction with 721,799 reactions and 888 catalyst types from USPTO. Predict which catalyst facilitates the given reaction. Reactant: [CH3:1][C:2]1[C:6]([CH3:7])=[C:5]([NH:8][C:9](=[O:16])OCC(Cl)(Cl)Cl)[O:4][N:3]=1.[F:17][C:18]1[CH:23]=[CH:22][C:21]([C:24]2[N:25]=[C:26]([N:29]3[CH2:34][CH2:33][NH:32][CH2:31][CH2:30]3)[S:27][CH:28]=2)=[CH:20][CH:19]=1.C(N(C(C)C)CC)(C)C.O. Product: [CH3:1][C:2]1[C:6]([CH3:7])=[C:5]([NH:8][C:9]([N:32]2[CH2:33][CH2:34][N:29]([C:26]3[S:27][CH:28]=[C:24]([C:21]4[CH:22]=[CH:23][C:18]([F:17])=[CH:19][CH:20]=4)[N:25]=3)[CH2:30][CH2:31]2)=[O:16])[O:4][N:3]=1. The catalyst class is: 16.